From a dataset of Peptide-MHC class I binding affinity with 185,985 pairs from IEDB/IMGT. Regression. Given a peptide amino acid sequence and an MHC pseudo amino acid sequence, predict their binding affinity value. This is MHC class I binding data. (1) The peptide sequence is LPVFATIGL. The MHC is HLA-A02:03 with pseudo-sequence HLA-A02:03. The binding affinity (normalized) is 0.0847. (2) The peptide sequence is LAKLTEAIT. The MHC is HLA-A02:01 with pseudo-sequence HLA-A02:01. The binding affinity (normalized) is 0. (3) The binding affinity (normalized) is 0.123. The peptide sequence is MPEKRNVVVV. The MHC is HLA-B53:01 with pseudo-sequence HLA-B53:01. (4) The peptide sequence is TAFTIPST. The MHC is HLA-A02:06 with pseudo-sequence HLA-A02:06. The binding affinity (normalized) is 0.0255. (5) The peptide sequence is AQFSPQYL. The MHC is HLA-A29:02 with pseudo-sequence HLA-A29:02. The binding affinity (normalized) is 0. (6) The peptide sequence is KIRLRPGGK. The MHC is HLA-B44:03 with pseudo-sequence HLA-B44:03. The binding affinity (normalized) is 0.0111. (7) The peptide sequence is LTYLQYGWSY. The MHC is Mamu-A01 with pseudo-sequence Mamu-A01. The binding affinity (normalized) is 0.0541.